This data is from Retrosynthesis with 50K atom-mapped reactions and 10 reaction types from USPTO. The task is: Predict the reactants needed to synthesize the given product. (1) Given the product COc1ccc(CN2C(=O)[C@@H](NC(=O)OCc3ccccc3)[C@H]2CN)c(OC)c1, predict the reactants needed to synthesize it. The reactants are: COc1ccc(CN2C(=O)[C@@H](NC(=O)OCc3ccccc3)[C@H]2CN2C(=O)c3ccccc3C2=O)c(OC)c1. (2) Given the product Cn1cc2ccc(NC(=O)c3c(F)cccc3NCc3ccnc(NC(=O)N4CCOCC4)c3)cc2n1, predict the reactants needed to synthesize it. The reactants are: Cn1cc2ccc(NC(=O)c3c(F)cccc3NCc3ccnc(Br)c3)cc2n1.NC(=O)N1CCOCC1. (3) Given the product CN(C)C(=O)[C@@H]1CCCN1C(=O)OCc1ccccc1, predict the reactants needed to synthesize it. The reactants are: CNC.O=C(O)[C@@H]1CCCN1C(=O)OCc1ccccc1. (4) Given the product C[C@H](NC(=O)Cc1cc(F)cc(F)c1)C(=O)NC1C(=O)NC(c2ccccc2)c2ccccc21, predict the reactants needed to synthesize it. The reactants are: C[C@H](NC(=O)Cc1cc(F)cc(F)c1)C(=O)O.NC1C(=O)NC(c2ccccc2)c2ccccc21. (5) Given the product CCCCc1nc(C)n(-c2cccc(C(C)=O)c2)c(=O)c1Cc1ccc(-c2ccccc2-c2noc(=O)[nH]2)cc1, predict the reactants needed to synthesize it. The reactants are: CCCCc1nc(C)n(-c2cccc(C(C)O)c2)c(=O)c1Cc1ccc(-c2ccccc2-c2noc(=O)[nH]2)cc1. (6) Given the product COc1cc(C(=O)N2CCCC2)ccc1Br, predict the reactants needed to synthesize it. The reactants are: C1CCNC1.COc1cc(C(=O)O)ccc1Br. (7) Given the product Nc1ccc2c(c1)CCC2=C1C(=O)Nc2ccccc21, predict the reactants needed to synthesize it. The reactants are: Nc1ccc2c(c1)CCC2=O.O=C1Cc2ccccc2N1. (8) Given the product CC1(C)OCC(CCn2cnc3c(N)nc(N)nc32)CO1, predict the reactants needed to synthesize it. The reactants are: CC1(C)OCC(CCn2cnc3c(N=[N+]=[N-])nc(N)nc32)CO1. (9) Given the product NCc1cccc2[nH]ccc12, predict the reactants needed to synthesize it. The reactants are: N#Cc1cccc2[nH]ccc12. (10) Given the product COC(=O)COCc1ccccc1, predict the reactants needed to synthesize it. The reactants are: BrCc1ccccc1.COC(=O)CO.